Dataset: Forward reaction prediction with 1.9M reactions from USPTO patents (1976-2016). Task: Predict the product of the given reaction. (1) Given the reactants [CH3:1][O:2][C:3]1[CH:9]=[C:8]([O:10]C)[CH:7]=[CH:6][C:4]=1[NH2:5].C[O:13][C:14]1[C:23]2[C:18](=[CH:19][CH:20]=[CH:21][CH:22]=2)[C:17](C(O)=O)=[CH:16][CH:15]=1, predict the reaction product. The product is: [OH:13][C:14]1[C:23]2[C:18](=[CH:19][CH:20]=[CH:21][CH:22]=2)[C:17]([C:1]2[O:2][C:3]3[CH:9]=[C:8]([OH:10])[CH:7]=[CH:6][C:4]=3[N:5]=2)=[CH:16][CH:15]=1. (2) The product is: [Cl:1][C:2]1[CH:33]=[CH:32][C:5]([O:6][C:7]2[CH:8]=[CH:9][C:10]([N:13]3[CH:17]=[C:16]([C:18]4[CH:27]=[CH:26][C:21]([O:22][CH2:23][CH2:24][NH:25][C:35]5[CH:40]=[CH:39][N:38]=[CH:37][CH:36]=5)=[CH:20][CH:19]=4)[N:15]=[C:14]3[CH2:28][CH:29]([CH3:30])[CH3:31])=[CH:11][CH:12]=2)=[CH:4][CH:3]=1. Given the reactants [Cl:1][C:2]1[CH:33]=[CH:32][C:5]([O:6][C:7]2[CH:12]=[CH:11][C:10]([N:13]3[CH:17]=[C:16]([C:18]4[CH:27]=[CH:26][C:21]([O:22][CH2:23][CH2:24][NH2:25])=[CH:20][CH:19]=4)[N:15]=[C:14]3[CH2:28][CH:29]([CH3:31])[CH3:30])=[CH:9][CH:8]=2)=[CH:4][CH:3]=1.Cl[C:35]1[CH:40]=[CH:39][N:38]=[CH:37][CH:36]=1, predict the reaction product.